This data is from Forward reaction prediction with 1.9M reactions from USPTO patents (1976-2016). The task is: Predict the product of the given reaction. (1) Given the reactants [OH:1][C:2]([C:4]([F:7])([F:6])[F:5])=[O:3].C([N:15]1[CH2:24][CH2:23][C:22]2[C:17](=[N:18][C:19]([N:30]3[CH2:35][CH2:34][CH:33]([O:36][C:37]4[CH:42]=[CH:41][C:40]([F:43])=[CH:39][C:38]=4[F:44])[CH2:32][CH2:31]3)=[C:20]([NH:25][CH2:26][CH:27]([F:29])[F:28])[N:21]=2)[CH:16]1[CH3:45])C1C=CC=CC=1, predict the reaction product. The product is: [F:29][CH:27]([F:28])[CH2:26][NH:25][C:20]1[N:21]=[C:22]2[CH2:23][CH2:24][NH:15][CH:16]([CH3:45])[C:17]2=[N:18][C:19]=1[N:30]1[CH2:35][CH2:34][CH:33]([O:36][C:37]2[CH:42]=[CH:41][C:40]([F:43])=[CH:39][C:38]=2[F:44])[CH2:32][CH2:31]1.[C:2]([OH:3])([C:4]([F:7])([F:6])[F:5])=[O:1]. (2) Given the reactants [F:1][C:2]1[CH:7]=[C:6]([I:8])[CH:5]=[CH:4][C:3]=1[NH:9][C:10]1[CH:18]=[N:17][CH:16]=[CH:15][C:11]=1[C:12]([OH:14])=O.[CH2:19]([O:26][NH2:27])[C:20]1[CH:25]=[CH:24][CH:23]=[CH:22][CH:21]=1, predict the reaction product. The product is: [CH2:19]([O:26][NH:27][C:12](=[O:14])[C:11]1[CH:15]=[CH:16][N:17]=[CH:18][C:10]=1[NH:9][C:3]1[CH:4]=[CH:5][C:6]([I:8])=[CH:7][C:2]=1[F:1])[C:20]1[CH:25]=[CH:24][CH:23]=[CH:22][CH:21]=1.